From a dataset of Catalyst prediction with 721,799 reactions and 888 catalyst types from USPTO. Predict which catalyst facilitates the given reaction. (1) Reactant: O=[C:2]([CH2:22][CH3:23])[CH2:3][C:4]1([C:17](OCC)=[O:18])[CH2:9][CH2:8][N:7]([C:10]([O:12][C:13]([CH3:16])([CH3:15])[CH3:14])=[O:11])[CH2:6][CH2:5]1.C([O-])(=O)C.[NH4+].C([BH3-])#[N:30].[Na+].S([O-])([O-])(=O)=O.[Mg+2]. Product: [CH2:22]([CH:2]1[CH2:3][C:4]2([CH2:9][CH2:8][N:7]([C:10]([O:12][C:13]([CH3:16])([CH3:15])[CH3:14])=[O:11])[CH2:6][CH2:5]2)[C:17](=[O:18])[NH:30]1)[CH3:23]. The catalyst class is: 8. (2) Reactant: Br[CH:2]=[C:3]1[C:9]2[CH:10]=[CH:11][CH:12]=[CH:13][C:8]=2[CH2:7][O:6][C:5]2[CH:14]=[CH:15][CH:16]=[CH:17][C:4]1=2.C([Li])(CC)C.C1C=CC(S(N(S(C2C=CC=CC=2)(=O)=O)[F:33])(=O)=O)=CC=1. Product: [F:33][CH:2]=[C:3]1[C:9]2[CH:10]=[CH:11][CH:12]=[CH:13][C:8]=2[CH2:7][O:6][C:5]2[CH:14]=[CH:15][CH:16]=[CH:17][C:4]1=2. The catalyst class is: 1. (3) Reactant: [Cl:1][C:2]1[CH:7]=[CH:6][C:5]([CH:8]=[CH:9][S:10](Cl)(=[O:12])=[O:11])=[C:4]([O:14][CH3:15])[CH:3]=1.[NH2:16][C:17]1[CH:22]=[CH:21][C:20]([CH3:23])=[CH:19][C:18]=1[S:24]([NH2:27])(=[O:26])=[O:25]. Product: [Cl:1][C:2]1[CH:7]=[CH:6][C:5]([CH:8]=[CH:9][S:10]([NH:16][C:17]2[CH:22]=[CH:21][C:20]([CH3:23])=[CH:19][C:18]=2[S:24]([NH2:27])(=[O:25])=[O:26])(=[O:12])=[O:11])=[C:4]([O:14][CH3:15])[CH:3]=1. The catalyst class is: 17. (4) Reactant: C([O:8][C@@H:9]1[C@@H:17]([CH2:18][CH2:19][CH:20]([CH3:22])[CH3:21])[C@H:16]([CH3:23])[O:15][C:14](=[O:24])[C@@H:13]([NH:25][C:26](=[O:32])[O:27][C:28]([CH3:31])([CH3:30])[CH3:29])[CH2:12][O:11][CH2:10]1)C1C=CC=CC=1.[H][H]. Product: [OH:8][C@@H:9]1[C@@H:17]([CH2:18][CH2:19][CH:20]([CH3:21])[CH3:22])[C@H:16]([CH3:23])[O:15][C:14](=[O:24])[C@@H:13]([NH:25][C:26](=[O:32])[O:27][C:28]([CH3:30])([CH3:29])[CH3:31])[CH2:12][O:11][CH2:10]1. The catalyst class is: 123. (5) Reactant: [CH3:1][O:2][CH2:3][C:4](=[O:6])[CH3:5].[O-]CC.[Na+].[C:11]([O:18][CH2:19][CH3:20])(=[O:17])[C:12]([O:14]CC)=O. Product: [CH3:1][O:2][CH2:3][C:4](=[O:6])[CH2:5][C:12](=[O:14])[C:11]([O:18][CH2:19][CH3:20])=[O:17]. The catalyst class is: 14.